Dataset: Full USPTO retrosynthesis dataset with 1.9M reactions from patents (1976-2016). Task: Predict the reactants needed to synthesize the given product. (1) Given the product [S:1]([N:11]1[C:15]2[N:16]=[CH:17][C:18]3[N:19]([C:20]([C@@H:23]4[CH2:27][CH2:26][C@H:25]([N:28]5[CH:32]=[CH:31][C:30]([C:33]#[N:37])=[CH:29]5)[CH2:24]4)=[N:21][N:22]=3)[C:14]=2[CH:13]=[CH:12]1)([C:4]1[CH:10]=[CH:9][C:7]([CH3:8])=[CH:6][CH:5]=1)(=[O:3])=[O:2], predict the reactants needed to synthesize it. The reactants are: [S:1]([N:11]1[C:15]2[N:16]=[CH:17][C:18]3[N:19]([C:20]([C@@H:23]4[CH2:27][CH2:26][C@H:25]([N:28]5[CH:32]=[CH:31][C:30]([CH:33]=O)=[CH:29]5)[CH2:24]4)=[N:21][N:22]=3)[C:14]=2[CH:13]=[CH:12]1)([C:4]1[CH:10]=[CH:9][C:7]([CH3:8])=[CH:6][CH:5]=1)(=[O:3])=[O:2].II.[NH4+:37].[OH-]. (2) Given the product [OH:34][C:29]12[CH2:33][CH:25]3[CH2:26][CH:27]([CH2:32][CH:31]([CH:24]3[NH:23][C:21]([C:14]3[C:15]([O:17][CH2:18][CH2:19][CH3:20])=[N:16][C:11]([NH:51][C@@H:48]4[CH2:49][CH2:50][O:46][CH2:47]4)=[N:12][CH:13]=3)=[O:22])[CH2:30]1)[CH2:28]2, predict the reactants needed to synthesize it. The reactants are: CCN(C(C)C)C(C)C.Cl[C:11]1[N:16]=[C:15]([O:17][CH2:18][CH2:19][CH3:20])[C:14]([C:21]([NH:23][CH:24]2[CH:31]3[CH2:32][CH:27]4[CH2:28][C:29]([OH:34])([CH2:33][CH:25]2[CH2:26]4)[CH2:30]3)=[O:22])=[CH:13][N:12]=1.CC1C=CC(S(O)(=O)=O)=CC=1.[O:46]1[CH2:50][CH2:49][C@@H:48]([NH2:51])[CH2:47]1. (3) Given the product [CH:1]1[C:10]2[C:5](=[CH:6][CH:7]=[CH:8][CH:9]=2)[CH:4]=[CH:3][C:2]=1[CH2:11][C:12](=[O:13])[S:28][C:22]1[CH:27]=[CH:26][CH:25]=[CH:24][CH:23]=1, predict the reactants needed to synthesize it. The reactants are: [CH:1]1[C:10]2[C:5](=[CH:6][CH:7]=[CH:8][CH:9]=2)[CH:4]=[CH:3][C:2]=1[CH2:11][C:12](Cl)=[O:13].C(N(CC)CC)C.[C:22]1([SH:28])[CH:27]=[CH:26][CH:25]=[CH:24][CH:23]=1.CCCC(C)C.C(OCC)(=O)C. (4) Given the product [Cl:1][C:2]1[CH:7]=[CH:6][CH:5]=[CH:4][C:3]=1[CH:8]([C:20]1[CH:37]=[CH:36][C:23]([C:24]([NH:26][C@H:27]2[CH2:32][CH2:31][C@H:30]([C:33]([OH:35])=[O:34])[CH2:29][CH2:28]2)=[O:25])=[C:22]([F:38])[CH:21]=1)[CH2:9]/[C:10](=[N:40]\[OH:41])/[C:12]1[CH:17]=[CH:16][C:15](=[O:18])[N:14]([CH3:19])[CH:13]=1, predict the reactants needed to synthesize it. The reactants are: [Cl:1][C:2]1[CH:7]=[CH:6][CH:5]=[CH:4][C:3]=1[CH:8]([C:20]1[CH:37]=[CH:36][C:23]([C:24]([NH:26][C@H:27]2[CH2:32][CH2:31][C@H:30]([C:33]([OH:35])=[O:34])[CH2:29][CH2:28]2)=[O:25])=[C:22]([F:38])[CH:21]=1)[CH2:9][C:10]([C:12]1[CH:17]=[CH:16][C:15](=[O:18])[N:14]([CH3:19])[CH:13]=1)=O.Cl.[NH2:40][OH:41].C([O-])(O)=O.[Na+]. (5) Given the product [C:1]([C@H:3]1[O:8][CH2:7][C@H:6]([CH2:9][O:10][C:18]([NH:33][CH2:32][C:31]([F:35])([F:34])[F:30])=[O:19])[N:5]([C:11]([O:13][C:14]([CH3:17])([CH3:16])[CH3:15])=[O:12])[CH2:4]1)#[CH:2], predict the reactants needed to synthesize it. The reactants are: [C:1]([C@H:3]1[O:8][CH2:7][C@@H:6]([CH2:9][OH:10])[N:5]([C:11]([O:13][C:14]([CH3:17])([CH3:16])[CH3:15])=[O:12])[CH2:4]1)#[CH:2].[C:18](N1C=CN=C1)(N1C=CN=C1)=[O:19].[F:30][C:31]([F:35])([F:34])[CH2:32][NH2:33].